From a dataset of NCI-60 drug combinations with 297,098 pairs across 59 cell lines. Regression. Given two drug SMILES strings and cell line genomic features, predict the synergy score measuring deviation from expected non-interaction effect. (1) Drug 1: C1=C(C(=O)NC(=O)N1)N(CCCl)CCCl. Drug 2: N.N.Cl[Pt+2]Cl. Cell line: UACC-257. Synergy scores: CSS=5.88, Synergy_ZIP=-2.68, Synergy_Bliss=-1.90, Synergy_Loewe=-6.68, Synergy_HSA=-4.76. (2) Drug 1: CC=C1C(=O)NC(C(=O)OC2CC(=O)NC(C(=O)NC(CSSCCC=C2)C(=O)N1)C(C)C)C(C)C. Drug 2: C1CN(CCN1C(=O)CCBr)C(=O)CCBr. Cell line: SK-OV-3. Synergy scores: CSS=35.2, Synergy_ZIP=-3.29, Synergy_Bliss=-1.37, Synergy_Loewe=-17.6, Synergy_HSA=-0.375. (3) Drug 1: C1=C(C(=O)NC(=O)N1)N(CCCl)CCCl. Drug 2: C1=NNC2=C1C(=O)NC=N2. Cell line: COLO 205. Synergy scores: CSS=29.3, Synergy_ZIP=2.33, Synergy_Bliss=3.59, Synergy_Loewe=-22.9, Synergy_HSA=0.0890. (4) Drug 1: CCC1(CC2CC(C3=C(CCN(C2)C1)C4=CC=CC=C4N3)(C5=C(C=C6C(=C5)C78CCN9C7C(C=CC9)(C(C(C8N6C=O)(C(=O)OC)O)OC(=O)C)CC)OC)C(=O)OC)O.OS(=O)(=O)O. Drug 2: C1=NNC2=C1C(=O)NC=N2. Cell line: MALME-3M. Synergy scores: CSS=-1.04, Synergy_ZIP=1.02, Synergy_Bliss=0.837, Synergy_Loewe=-0.764, Synergy_HSA=-1.86. (5) Drug 1: C1=CC(=CC=C1C#N)C(C2=CC=C(C=C2)C#N)N3C=NC=N3. Drug 2: C1=CC=C(C(=C1)C(C2=CC=C(C=C2)Cl)C(Cl)Cl)Cl. Cell line: RXF 393. Synergy scores: CSS=5.05, Synergy_ZIP=-0.454, Synergy_Bliss=0.882, Synergy_Loewe=2.17, Synergy_HSA=0.926. (6) Synergy scores: CSS=44.8, Synergy_ZIP=-5.77, Synergy_Bliss=-6.77, Synergy_Loewe=-7.42, Synergy_HSA=0.514. Drug 1: CC1=C2C(C(=O)C3(C(CC4C(C3C(C(C2(C)C)(CC1OC(=O)C(C(C5=CC=CC=C5)NC(=O)OC(C)(C)C)O)O)OC(=O)C6=CC=CC=C6)(CO4)OC(=O)C)OC)C)OC. Cell line: MCF7. Drug 2: C1=C(C(=O)NC(=O)N1)N(CCCl)CCCl. (7) Drug 1: COC1=C(C=C2C(=C1)N=CN=C2NC3=CC(=C(C=C3)F)Cl)OCCCN4CCOCC4. Drug 2: C1CCC(C(C1)N)N.C(=O)(C(=O)[O-])[O-].[Pt+4]. Cell line: 786-0. Synergy scores: CSS=34.9, Synergy_ZIP=-10.5, Synergy_Bliss=-2.59, Synergy_Loewe=-0.0448, Synergy_HSA=1.56.